From a dataset of Reaction yield outcomes from USPTO patents with 853,638 reactions. Predict the reaction yield, written as a fraction of the theoretical maximum amount of product (1.0 means a 100% yield; for example, 0.34 means a 34% yield). (1) The reactants are [CH:1]([C@H:14]1[CH2:19][C@@H:18]([NH2:20])[CH2:17][CH2:16][O:15]1)([C:8]1[CH:13]=[CH:12][CH:11]=[CH:10][CH:9]=1)[C:2]1[CH:7]=[CH:6][CH:5]=[CH:4][CH:3]=1.[F:21][C:22]1[CH:29]=[CH:28][C:25]([CH:26]=O)=[CH:24][CH:23]=1.C(O)(=O)C.[BH3-]C#N.[Na+].C([O-])(O)=O.[Na+]. The catalyst is ClCCCl.CO.O. The product is [CH:1]([C@H:14]1[CH2:19][C@@H:18]([NH:20][CH2:26][C:25]2[CH:28]=[CH:29][C:22]([F:21])=[CH:23][CH:24]=2)[CH2:17][CH2:16][O:15]1)([C:8]1[CH:13]=[CH:12][CH:11]=[CH:10][CH:9]=1)[C:2]1[CH:3]=[CH:4][CH:5]=[CH:6][CH:7]=1. The yield is 0.726. (2) The reactants are Br[C:2]1[C:3](=[O:10])[N:4]([CH3:9])[CH:5]=[C:6]([Br:8])[N:7]=1.[C:11]1([NH2:18])[CH:16]=[CH:15][CH:14]=[C:13]([NH2:17])[CH:12]=1.C(N(CC)CC)C. The catalyst is C(O)(C)C. The product is [NH2:17][C:13]1[CH:12]=[C:11]([NH:18][C:2]2[C:3](=[O:10])[N:4]([CH3:9])[CH:5]=[C:6]([Br:8])[N:7]=2)[CH:16]=[CH:15][CH:14]=1. The yield is 0.810. (3) The reactants are [NH2:1][C:2]1[CH:7]=[CH:6][C:5]([C:8]([CH3:12])([CH3:11])[C:9]#[N:10])=[CH:4][C:3]=1[O:13][CH3:14].[CH3:15][O:16][C:17]1[CH:18]=[C:19]([CH:23]=[CH:24][C:25]=1[O:26][CH3:27])[C:20](Cl)=[O:21].C(N(CC)CC)C. The catalyst is C(Cl)Cl. The product is [C:9]([C:8]([CH3:12])([CH3:11])[C:5]1[CH:6]=[CH:7][C:2]([NH:1][C:20](=[O:21])[C:19]2[CH:23]=[CH:24][C:25]([O:26][CH3:27])=[C:17]([O:16][CH3:15])[CH:18]=2)=[C:3]([O:13][CH3:14])[CH:4]=1)#[N:10]. The yield is 0.930. (4) The reactants are Br[C@@H:2]1[C@@H:8]([OH:9])[CH2:7][CH2:6][CH2:5][CH2:4][C@H:3]1[N:10]1[C:18](=[O:19])[C:17]2[C:12](=[CH:13][CH:14]=[CH:15][CH:16]=2)[C:11]1=[O:20].C([SnH](CCCC)CCCC)CCC.N(C(C)(C)C#N)=NC(C)(C)C#N. The catalyst is C1(C)C=CC=CC=1.CO. The product is [OH:9][C@H:8]1[CH2:7][CH2:6][CH2:5][CH2:4][C@@H:3]([N:10]2[C:11](=[O:20])[C:12]3[C:17](=[CH:16][CH:15]=[CH:14][CH:13]=3)[C:18]2=[O:19])[CH2:2]1. The yield is 0.810.